This data is from Forward reaction prediction with 1.9M reactions from USPTO patents (1976-2016). The task is: Predict the product of the given reaction. (1) The product is: [C:18]1([C:27]2[CH:28]=[CH:29][CH:30]=[CH:31][CH:32]=2)[CH:19]=[CH:20][C:21]([CH2:24][CH:25]([OH:26])[CH2:14][C:13]([O:16][CH3:17])=[O:15])=[CH:22][CH:23]=1. Given the reactants C(NC(C)C)(C)C.[Li]CCCC.[C:13]([O:16][CH3:17])(=[O:15])[CH3:14].[C:18]1([C:27]2[CH:32]=[CH:31][CH:30]=[CH:29][CH:28]=2)[CH:23]=[CH:22][C:21]([CH2:24][CH:25]=[O:26])=[CH:20][CH:19]=1, predict the reaction product. (2) Given the reactants C(NC(C)C)(C)C.[F:8][C:9]1[CH:14]=[CH:13][CH:12]=[C:11]([F:15])[N:10]=1.[CH3:16][CH2:17][O:18][C:19]([C@H:21]1[CH2:25][CH2:24][C:23](=[O:26])[N:22]1[C:27]([O:29][C:30]([CH3:33])([CH3:32])[CH3:31])=[O:28])=[O:20].O, predict the reaction product. The product is: [C:30]([O:29][C:27]([NH:22][C@H:21]([CH2:25][CH2:24][C:23]([C:14]1[C:9]([F:8])=[N:10][C:11]([F:15])=[CH:12][CH:13]=1)=[O:26])[C:19]([O:18][CH2:17][CH3:16])=[O:20])=[O:28])([CH3:31])([CH3:33])[CH3:32].